The task is: Predict the reaction yield, written as a fraction of the theoretical maximum amount of product (1.0 means a 100% yield; for example, 0.34 means a 34% yield).. This data is from Reaction yield outcomes from USPTO patents with 853,638 reactions. (1) The reactants are [NH2:1][C:2]1[C:3]2[C:10]([C:11]3[CH:16]=[CH:15][C:14]([Cl:17])=[CH:13][CH:12]=3)=[CH:9][N:8]([C:18]3[CH:19]=[C:20]([CH:23]=[CH:24][CH:25]=3)[CH:21]=O)[C:4]=2[N:5]=[CH:6][N:7]=1.[O:26]=[C:27]([N:31]1[CH2:35][CH2:34][CH2:33][CH2:32]1)[CH2:28][C:29]#[N:30].N12CCCN=C1CCCCC2. The catalyst is CC(O)C. The product is [NH2:1][C:2]1[C:3]2[C:10]([C:11]3[CH:12]=[CH:13][C:14]([Cl:17])=[CH:15][CH:16]=3)=[CH:9][N:8]([C:18]3[CH:19]=[C:20](/[CH:21]=[C:28](/[C:27]([N:31]4[CH2:35][CH2:34][CH2:33][CH2:32]4)=[O:26])\[C:29]#[N:30])[CH:23]=[CH:24][CH:25]=3)[C:4]=2[N:5]=[CH:6][N:7]=1. The yield is 0.590. (2) The reactants are [C:1]([O:5][C:6]([NH:8][C@H:9]([C:12]([OH:14])=[O:13])[CH2:10][OH:11])=[O:7])([CH3:4])([CH3:3])[CH3:2].[H-].[Na+].Br[CH2:18][C:19]1([CH3:23])[CH2:22][O:21][CH2:20]1. The catalyst is CS(C)=O. The product is [C:1]([O:5][C:6]([NH:8][C@@H:9]([CH2:10][O:11][CH2:18][C:19]1([CH3:23])[CH2:22][O:21][CH2:20]1)[C:12]([OH:14])=[O:13])=[O:7])([CH3:4])([CH3:2])[CH3:3]. The yield is 0.630. (3) The reactants are [Cl:1][C:2]1[CH:7]=[C:6]([C:8]([O-])=[O:9])[CH:5]=[CH:4][C:3]=1[C:11]([O:13][CH3:14])=[O:12].O.C(OCC)(=O)C. The catalyst is O1CCCC1. The product is [Cl:1][C:2]1[CH:7]=[C:6]([CH2:8][OH:9])[CH:5]=[CH:4][C:3]=1[C:11]([O:13][CH3:14])=[O:12]. The yield is 0.990. (4) The reactants are Br[C:2]1[CH:3]=[C:4]2[C:13](=[CH:14][CH:15]=1)[O:12][CH2:11][C:10]1[N:5]2[CH:6]([CH3:25])[C:7](=[O:24])[N:8]([CH2:16][O:17][CH2:18][CH2:19][Si:20]([CH3:23])([CH3:22])[CH3:21])[N:9]=1.[C:26]([O:30][C:31]([N:33]1[CH2:37][CH2:36][C@@:35]([NH2:39])([CH3:38])[CH2:34]1)=[O:32])([CH3:29])([CH3:28])[CH3:27].C1(P(C2CCCCC2)C2C=CC=CC=2C2C(C(C)C)=CC(C(C)C)=CC=2C(C)C)CCCCC1.C(=O)([O-])[O-].[Cs+].[Cs+]. The catalyst is C1(C)C=CC=CC=1.CC([O-])=O.CC([O-])=O.[Pd+2]. The product is [C:26]([O:30][C:31]([N:33]1[CH2:37][CH2:36][C@:35]([CH3:38])([NH:39][C:2]2[CH:3]=[C:4]3[C:13](=[CH:14][CH:15]=2)[O:12][CH2:11][C:10]2[N:5]3[CH:6]([CH3:25])[C:7](=[O:24])[N:8]([CH2:16][O:17][CH2:18][CH2:19][Si:20]([CH3:23])([CH3:22])[CH3:21])[N:9]=2)[CH2:34]1)=[O:32])([CH3:29])([CH3:27])[CH3:28]. The yield is 0.380. (5) The reactants are CS(C)=O.[N+:5](/[CH:8]=[CH:9]/[C:10]1[S:11][C:12]([O:15][C:16]2[CH:21]=[CH:20][C:19]([CH3:22])=[CH:18][CH:17]=2)=[CH:13][CH:14]=1)([O-:7])=[O:6].C(O)(=O)C.[BH4-].[Na+]. The catalyst is O. The product is [N+:5]([CH2:8][CH2:9][C:10]1[S:11][C:12]([O:15][C:16]2[CH:21]=[CH:20][C:19]([CH3:22])=[CH:18][CH:17]=2)=[CH:13][CH:14]=1)([O-:7])=[O:6]. The yield is 0.476. (6) The catalyst is C1COCC1. The reactants are [CH3:1][S:2]([C:5]1[CH:10]=[CH:9][C:8]([C:11]2[CH:16]=[CH:15][C:14]([O:17][CH2:18][CH:19]3[CH2:24][CH2:23][N:22]([C:25]([C:27]4([C:30]([F:33])([F:32])[F:31])[CH2:29][CH2:28]4)=O)[CH2:21][CH2:20]3)=[CH:13][CH:12]=2)=[CH:7][CH:6]=1)(=[O:4])=[O:3].[H-].[H-].[H-].[H-].[Li+].[Al+3].O. The product is [CH3:1][S:2]([C:5]1[CH:10]=[CH:9][C:8]([C:11]2[CH:12]=[CH:13][C:14]([O:17][CH2:18][CH:19]3[CH2:20][CH2:21][N:22]([CH2:25][C:27]4([C:30]([F:32])([F:33])[F:31])[CH2:28][CH2:29]4)[CH2:23][CH2:24]3)=[CH:15][CH:16]=2)=[CH:7][CH:6]=1)(=[O:4])=[O:3]. The yield is 0.540.